Dataset: NCI-60 drug combinations with 297,098 pairs across 59 cell lines. Task: Regression. Given two drug SMILES strings and cell line genomic features, predict the synergy score measuring deviation from expected non-interaction effect. (1) Drug 1: C1CC(=O)NC(=O)C1N2CC3=C(C2=O)C=CC=C3N. Drug 2: CC1C(C(=O)NC(C(=O)N2CCCC2C(=O)N(CC(=O)N(C(C(=O)O1)C(C)C)C)C)C(C)C)NC(=O)C3=C4C(=C(C=C3)C)OC5=C(C(=O)C(=C(C5=N4)C(=O)NC6C(OC(=O)C(N(C(=O)CN(C(=O)C7CCCN7C(=O)C(NC6=O)C(C)C)C)C)C(C)C)C)N)C. Cell line: UO-31. Synergy scores: CSS=1.14, Synergy_ZIP=0.611, Synergy_Bliss=3.33, Synergy_Loewe=1.77, Synergy_HSA=1.73. (2) Drug 1: C1C(C(OC1N2C=NC3=C(N=C(N=C32)Cl)N)CO)O. Drug 2: C1CNP(=O)(OC1)N(CCCl)CCCl. Cell line: NCI/ADR-RES. Synergy scores: CSS=50.0, Synergy_ZIP=-2.21, Synergy_Bliss=-5.12, Synergy_Loewe=-53.3, Synergy_HSA=-4.96. (3) Drug 1: CN(C)C1=NC(=NC(=N1)N(C)C)N(C)C. Drug 2: CCCCCOC(=O)NC1=NC(=O)N(C=C1F)C2C(C(C(O2)C)O)O. Cell line: KM12. Synergy scores: CSS=11.2, Synergy_ZIP=-3.13, Synergy_Bliss=-1.97, Synergy_Loewe=-2.89, Synergy_HSA=-1.41.